From a dataset of Forward reaction prediction with 1.9M reactions from USPTO patents (1976-2016). Predict the product of the given reaction. Given the reactants [N:1]1([CH2:6][C:7]2[CH:14]=[CH:13][C:10]([CH2:11][NH2:12])=[CH:9][CH:8]=2)[CH:5]=[CH:4][CH:3]=[N:2]1.[CH3:15][O:16][C:17](=[O:25])/[C:18](/[N+:23]#[C-:24])=[CH:19]/N(C)C.CCN(C(C)C)C(C)C, predict the reaction product. The product is: [CH3:15][O:16][C:17]([C:18]1[N:23]=[CH:24][N:12]([CH2:11][C:10]2[CH:13]=[CH:14][C:7]([CH2:6][N:1]3[CH:5]=[CH:4][CH:3]=[N:2]3)=[CH:8][CH:9]=2)[CH:19]=1)=[O:25].